From a dataset of Forward reaction prediction with 1.9M reactions from USPTO patents (1976-2016). Predict the product of the given reaction. (1) Given the reactants CN(C(ON1N=NC2C=CC=NC1=2)=[N+](C)C)C.F[P-](F)(F)(F)(F)F.[Cl:25][C:26]1[N:30]2[CH:31]=[C:32]([C:39]3[CH:43]=[CH:42][O:41][CH:40]=3)[CH:33]=[C:34]([C:35]([F:38])([F:37])[F:36])[C:29]2=[N:28][C:27]=1[C:44](O)=[O:45].[CH3:47][O:48][C:49]1[CH:50]=[C:51]([CH:57]2[CH2:61][CH2:60][NH:59][CH2:58]2)[CH:52]=[CH:53][C:54]=1[O:55][CH3:56], predict the reaction product. The product is: [Cl:25][C:26]1[N:30]2[CH:31]=[C:32]([C:39]3[CH:43]=[CH:42][O:41][CH:40]=3)[CH:33]=[C:34]([C:35]([F:37])([F:38])[F:36])[C:29]2=[N:28][C:27]=1[C:44]([N:59]1[CH2:60][CH2:61][CH:57]([C:51]2[CH:52]=[CH:53][C:54]([O:55][CH3:56])=[C:49]([O:48][CH3:47])[CH:50]=2)[CH2:58]1)=[O:45]. (2) Given the reactants [C:1]([C:4]1[CH:5]=[C:6]2[C:10](=[CH:11][CH:12]=1)[CH2:9][N:8]([C:13](=[O:35])[CH2:14][CH2:15][CH2:16][CH2:17][CH2:18][N:19]1[CH2:24][CH2:23][N:22]([C:25]3[CH:30]=[CH:29][CH:28]=[C:27]([C:31]([F:34])([F:33])[F:32])[CH:26]=3)[CH2:21][CH2:20]1)[CH2:7]2)(O)=[O:2].[CH2:36]([CH2:38][NH2:39])[OH:37], predict the reaction product. The product is: [OH:37][CH2:36][CH2:38][NH:39][C:1]([C:4]1[CH:5]=[C:6]2[C:10](=[CH:11][CH:12]=1)[CH2:9][N:8]([C:13](=[O:35])[CH2:14][CH2:15][CH2:16][CH2:17][CH2:18][N:19]1[CH2:20][CH2:21][N:22]([C:25]3[CH:30]=[CH:29][CH:28]=[C:27]([C:31]([F:33])([F:32])[F:34])[CH:26]=3)[CH2:23][CH2:24]1)[CH2:7]2)=[O:2]. (3) Given the reactants CC(C)([O-])C.[K+].[CH2:7]1[O:17][C:10]2([CH2:15][CH2:14][CH:13]([OH:16])[CH2:12][CH2:11]2)[O:9][CH2:8]1.F[C:19]1[CH:26]=[CH:25][C:24]([C:27]2[N:32]=[C:31]([NH:33][C:34]3[CH:39]=[CH:38][C:37]([N:40]4[CH2:45][CH2:44][N:43]([CH:46]5[CH2:49][O:48][CH2:47]5)[CH2:42][CH2:41]4)=[CH:36][CH:35]=3)[N:30]=[CH:29][N:28]=2)=[CH:23][C:20]=1[C:21]#[N:22], predict the reaction product. The product is: [O:17]1[C:10]2([CH2:15][CH2:14][CH:13]([O:16][C:19]3[CH:26]=[CH:25][C:24]([C:27]4[N:32]=[C:31]([NH:33][C:34]5[CH:35]=[CH:36][C:37]([N:40]6[CH2:45][CH2:44][N:43]([CH:46]7[CH2:49][O:48][CH2:47]7)[CH2:42][CH2:41]6)=[CH:38][CH:39]=5)[N:30]=[CH:29][N:28]=4)=[CH:23][C:20]=3[C:21]#[N:22])[CH2:12][CH2:11]2)[O:9][CH2:8][CH2:7]1. (4) Given the reactants Br[CH2:2][C:3](=O)[CH3:4].[N:6]1[CH:11]=[CH:10][N:9]=[CH:8][C:7]=1[NH2:12], predict the reaction product. The product is: [CH3:4][C:3]1[N:12]=[C:7]2[CH:8]=[N:9][CH:10]=[CH:11][N:6]2[CH:2]=1. (5) The product is: [CH2:1]([O:3][C:4]([C:6]1[NH:7][C:8]2[C:13]([CH:14]=1)=[CH:12][C:11]([O:15][CH2:17][C:18](=[O:19])[N:20]1[CH2:24][CH2:23][CH2:22][CH2:21]1)=[CH:10][CH:9]=2)=[O:5])[CH3:2]. Given the reactants [CH2:1]([O:3][C:4]([C:6]1[NH:7][C:8]2[C:13]([CH:14]=1)=[CH:12][C:11]([OH:15])=[CH:10][CH:9]=2)=[O:5])[CH3:2].Br[CH2:17][C:18]([N:20]1[CH2:24][CH2:23][CH2:22][CH2:21]1)=[O:19].C(=O)([O-])[O-].[Cs+].[Cs+], predict the reaction product. (6) Given the reactants [O:1]([CH2:8][C:9]([N:11]1[CH2:16][CH2:15][CH2:14][CH2:13][C@@H:12]1[C:17]1[NH:21][N:20]=[C:19]([C:22]2[CH:23]=[C:24]([CH:28]=[CH:29][CH:30]=2)[C:25]([NH2:27])=O)[N:18]=1)=[O:10])[C:2]1[CH:7]=[CH:6][CH:5]=[CH:4][CH:3]=1.FC(F)(F)C(OC(=O)C(F)(F)F)=O, predict the reaction product. The product is: [O:1]([CH2:8][C:9]([N:11]1[CH2:16][CH2:15][CH2:14][CH2:13][C@@H:12]1[C:17]1[NH:21][N:20]=[C:19]([C:22]2[CH:23]=[C:24]([CH:28]=[CH:29][CH:30]=2)[C:25]#[N:27])[N:18]=1)=[O:10])[C:2]1[CH:3]=[CH:4][CH:5]=[CH:6][CH:7]=1. (7) Given the reactants [CH2:1]=[C:2]1[C:10]2[CH:9]=[CH:8][CH:7]=[C:6]([OH:11])[C:5]=2[CH2:4][CH2:3]1.[H][H], predict the reaction product. The product is: [CH3:1][CH:2]1[C:10]2[CH:9]=[CH:8][CH:7]=[C:6]([OH:11])[C:5]=2[CH2:4][CH2:3]1. (8) Given the reactants [Mg].II.Br[CH2:5][C:6]([CH3:9])([CH3:8])[CH3:7].[Br-].[CH3:11][O:12][C:13](=[O:22])[C:14]1[CH:19]=[CH:18][C:17]([CH:20]=[O:21])=[CH:16][CH:15]=1, predict the reaction product. The product is: [CH3:11][O:12][C:13](=[O:22])[C:14]1[CH:19]=[CH:18][C:17]([CH:20]([OH:21])[CH2:5][C:6]([CH3:9])([CH3:8])[CH3:7])=[CH:16][CH:15]=1.